Dataset: Forward reaction prediction with 1.9M reactions from USPTO patents (1976-2016). Task: Predict the product of the given reaction. (1) Given the reactants [CH3:1][O:2][C:3]1[CH:8]=[CH:7][C:6]([C:9]2[C:13]3[CH2:14][C:15]4[S:16][C:17]([C:20]5[CH:21]=[CH:22][C:23]([NH2:26])=[N:24][CH:25]=5)=[CH:18][C:19]=4[C:12]=3[NH:11][N:10]=2)=[CH:5][CH:4]=1.C([O-])([O-])=[O:28].[Cs+].[Cs+], predict the reaction product. The product is: [NH2:26][C:23]1[N:24]=[CH:25][C:20]([C:17]2[S:16][C:15]3[C:14](=[O:28])[C:13]4[C:9]([C:6]5[CH:7]=[CH:8][C:3]([O:2][CH3:1])=[CH:4][CH:5]=5)=[N:10][NH:11][C:12]=4[C:19]=3[CH:18]=2)=[CH:21][CH:22]=1. (2) Given the reactants Cl.[NH2:2][C:3]([CH3:17])([CH3:16])[CH2:4][NH:5][C:6](=[O:15])[O:7][CH2:8][C:9]1[CH:14]=[CH:13][CH:12]=[CH:11][CH:10]=1.CN(C(ON1N=NC2C=CC=NC1=2)=[N+](C)C)C.F[P-](F)(F)(F)(F)F.[C:42](O)(=[O:50])[C:43]1[C:44](=[CH:46][CH:47]=[CH:48][CH:49]=1)[OH:45].CCN(C(C)C)C(C)C, predict the reaction product. The product is: [OH:45][C:44]1[CH:46]=[CH:47][CH:48]=[CH:49][C:43]=1[C:42]([NH:2][C:3]([CH3:17])([CH3:16])[CH2:4][NH:5][C:6](=[O:15])[O:7][CH2:8][C:9]1[CH:14]=[CH:13][CH:12]=[CH:11][CH:10]=1)=[O:50].